Task: Predict which catalyst facilitates the given reaction.. Dataset: Catalyst prediction with 721,799 reactions and 888 catalyst types from USPTO Reactant: [Cl:1][C:2]1[CH:7]=[CH:6][N:5]=[C:4]2[N:8](S(C3C=CC=CC=3)(=O)=O)[CH:9]=[C:10]([C:11]#[N:12])[C:3]=12.[OH-].[Na+].O. Product: [Cl:1][C:2]1[CH:7]=[CH:6][N:5]=[C:4]2[NH:8][CH:9]=[C:10]([C:11]#[N:12])[C:3]=12. The catalyst class is: 7.